This data is from Catalyst prediction with 721,799 reactions and 888 catalyst types from USPTO. The task is: Predict which catalyst facilitates the given reaction. Reactant: [CH3:1][O:2][C:3](=[O:17])[CH2:4][C:5]1[CH:10]=[CH:9][CH:8]=[C:7]([S:11]C(=O)N(C)C)[CH:6]=1.[OH-].[K+].CO. Product: [CH3:1][O:2][C:3](=[O:17])[CH2:4][C:5]1[CH:10]=[CH:9][CH:8]=[C:7]([SH:11])[CH:6]=1. The catalyst class is: 6.